This data is from Experimentally validated miRNA-target interactions with 360,000+ pairs, plus equal number of negative samples. The task is: Binary Classification. Given a miRNA mature sequence and a target amino acid sequence, predict their likelihood of interaction. (1) The protein sequence of the target gene is MVLHLLLFLLLTPQGGHSCQGLELARELVLAKVRALFLDALGPPAVTREGGDPGVRRLPRRHALGGFTHRGSEPEEEEDVSQAILFPATDASCEDKSAARGLAQEAEEGLFRYMFRPSQHTRSRQVTSAQLWFHTGLDRQGTAASNSSEPLLGLLALSPGGPVAVPMSLGHAPPHWAVLHLATSALSLLTHPVLVLLLRCPLCTCSARPEATPFLVAHTRTRPPSGGERARRSTPLMSWPWSPSALRLLQRPPEEPAAHANCHRVALNISFQELGWERWIVYPPSFIFHYCHGGCGLHIP.... The miRNA is hsa-miR-4281 with sequence GGGUCCCGGGGAGGGGGG. Result: 0 (no interaction). (2) The miRNA is mmu-miR-369-3p with sequence AAUAAUACAUGGUUGAUCUUU. The protein sequence of the target gene is MTTILTSTFRNLSTTSKWALRSSIRPLSCSSQLHSAPAVQTKSKKTLAKPNMKNIVVVEGVRIPFLLSGTSYKDLMPHDLARAALSGLLHRTNIPKDVVDYIIFGTVIQEVKTSNVAREAALGAGFSDKTPAHTVTMACISSNQAMTTAVGLIASGQCDVVVAGGVELMSDVPIRHSRNMRKMMLDLNKAKTLGQRLSLLSKFRLNFLSPELPAVAEFSTNETMGHSADRLAAAFAVSRMEQDEYALRSHSLAKKAQDEGHLSDIVPFKVPGKDTVTKDNGIRPSSLEQMAKLKPAFIKP.... Result: 0 (no interaction). (3) The miRNA is hsa-miR-4500 with sequence UGAGGUAGUAGUUUCUU. The protein sequence of the target gene is MALKGQEDYIYLFKDSTHPVDFLDAFRTFYLDGLFTDITLQCPSGIIFHCHRAVLAACSNYFKAMFTADMKEKFKNKIKLSGIHHDILEGLVNYAYTSQIEITKRNVQSLLEAADLLQFLSVKKACERFLVRHLDIDNCIGMHSFAEFHVCPELEKESRRILCSKFKEVWQQEEFLEISLEKFLFILSRKNLSVWKEEAIIEPVIKWTAHDVENRIECLYNLLSYINIDIDPVYLKTALGLQRSCLLTENKIRSLIYNALNPMHKEISQRSTATMYIIGGYYWHPLSEVHIWDPLTNVWI.... Result: 0 (no interaction). (4) The miRNA is hsa-miR-4703-5p with sequence UAGCAAUACAGUACAAAUAUAGU. The protein sequence of the target gene is MDGSGPFSCPICLEPLREPVTLPCGHNFCLACLGALWPHRGASGAGGPGGAARCPLCQEPFPDGLQLRKNHTLSELLQLRQGSGPGSGPGPAPALAPEPSAPSALPSVPEPSAPCAPEPWPAGEEPVRCDACPEGAALPAALSCLSCLASFCPAHLGPHERSPALRGHRLVPPLRRLEESLCPRHLRPLERYCRAERVCLCEACAAQEHRGHELVPLEQERALQEAEQSKVLSAVEDRMDELGAGIAQSRRTVALIKSAAVAERERVSRLFADAAAALQGFQTQVLGFIEEGEAAMLGRS.... Result: 0 (no interaction). (5) The miRNA is mmu-miR-878-5p with sequence UAUCUAGUUGGAUGUCAAGACA. The protein sequence of the target gene is MSEADGLRQRRPLRPQVVTDDGQVPEVKEGSSFSGRVFRMTFLMLAVSLAIPLLGAMMLLESPIDPQSFSFKEPPFMFGVLHPNTKLRQAERLFENQLSGPESIVNIGDVLFTGTADGRVVKLENGEIETIARFGSGPCKTRDDEPTCGRPLGIRAGPNGTLFVVDAYKGLFEVNPQKRSVKLLLSSETPIEGKKMSFVNDLTVTRDGRKIYFTDSSSKWQRRDYLLLVMEATDDGRLLEYDTVTKEVKVLLDQLQFPNGVQLSPEEDFVLVAETTMARIRRVYVSGLMKGGADMFVENM.... Result: 0 (no interaction). (6) The miRNA is hsa-miR-3121-3p with sequence UAAAUAGAGUAGGCAAAGGACA. Result: 1 (interaction). The protein sequence of the target gene is MTLNNVTMRQGTVGMQPQQQRWSIPADGRHLMVQKEPHQYSHRNRHSATPEDHCRRSWSSDSTDSVISSESGNTYYRVVLIGEQGVGKSTLANIFAGVHDSMDSDCEVLGEDTYERTLMVDGESATIILLDMWENKGENEWLHDHCMQVGDAYLIVYSITDRASFEKASELRIQLRRARQTEDIPIILVGNKSDLVRCREVSVSEGRACAVVFDCKFIETSAAVQHNVKELFEGIVRQVRLRRDSKEKNERRLAYQKRKESMPRKARRFWGKIVAKNNKNMAFKLKSKSCHDLSVL. (7) The miRNA is hsa-miR-146a-5p with sequence UGAGAACUGAAUUCCAUGGGUU. The protein sequence of the target gene is MTPTDFTSPIPNMADDYGSESTSSMEDYVNFNFTDFYCEKNNVRQFASHFLPPLYWLVFIVGALGNSLVILVYWYCTRVKTMTDMFLLNLAIADLLFLVTLPFWAIAAADQWKFQTFMCKVVNSMYKMNFYSCVLLIMCISVDRYIAIAQAMRAHTWREKRLLYSKMVCFTIWVLAAALCIPEILYSQIKEESGIAICTMVYPSDESTKLKSAVLTLKVILGFFLPFVVMACCYTIIIHTLIQAKKSSKHKALKVTITVLTVFVLSQFPYNCILLVQTIDAYAMFISNCAVSTNIDICFQ.... Result: 1 (interaction). (8) The miRNA is hsa-miR-1304-5p with sequence UUUGAGGCUACAGUGAGAUGUG. The protein sequence of the target gene is MAATCEISNIFSNYFSAMYSSEDSTLASVPPAATFGADDLVLTLSNPQMSLEGTEKASWLGEQPQFWSKTQVLDWISYQVEKNKYDASAIDFSRCDMDGATLCNCALEELRLVFGPLGDQLHAQLRDLTSSSSDELSWIIELLEKDGMAFQEALDPGPFDQGSPFAQELLDDGQQASPYHPGSCGAGAPSPGSSDVSTAGTGASRSSHSSDSGGSDVDLDPTDGKLFPSDGFRDCKKGDPKHGKRKRGRPRKLSKEYWDCLEGKKSKHAPRGTHLWEFIRDILIHPELNEGLMKWENRHE.... Result: 1 (interaction). (9) The miRNA is hsa-miR-105-5p with sequence UCAAAUGCUCAGACUCCUGUGGU. The protein sequence of the target gene is MSCERKGLSELRSELYFLIARFLEDGPCQQAAQVLIREVAEKELLPRRTDWTGKEHPRTYQNLVKYYRHLAPDHLLQICHRLGPLLEQEIPQSVPGVQTLLGAGRQSLLRTNKSCKHVVWKGSALAALHCGRPPESPVNYGSPPSIADTLFSRKLNGKYRLERLVPTAVYQHMKMHKRILGHLSSVYCVTFDRTGRRIFTGSDDCLVKIWATDDGRLLATLRGHAAEISDMAVNYENTMIAAGSCDKMIRVWCLRTCAPLAVLQGHSASITSLQFSPLCSGSKRYLSSTGADGTICFWLW.... Result: 1 (interaction). (10) The miRNA is hsa-miR-1247-5p with sequence ACCCGUCCCGUUCGUCCCCGGA. The protein sequence of the target gene is MSAEAEEDCHSDADRVGDEGNESPAERDLQAQLQMFRAQWMFELTPGVGSSHGETRPCRAGRSSMLKAAADTKGRQELAKEEKARELFLQAVEEEQNGALYEAIKFYRRAMQLVPDIEFKITYTRSPDGDGVGSGYIEENEDASKMADLLSYFQQQLTLQESVLKLCQPELETSQTHISVLPMEVLMYIFRWVVSSDLDLRSLEQLSLVCRGFYICARDPEIWRLACLKVWGRSCMKLVPYASWREMFLERPRVRFDGVYISKTTYIRQGEQSLDGFYRAWHQVEYYRYMRFFPDGHVMM.... Result: 0 (no interaction).